From a dataset of Full USPTO retrosynthesis dataset with 1.9M reactions from patents (1976-2016). Predict the reactants needed to synthesize the given product. (1) Given the product [CH:1]1([C:4]#[C:5][C:6]2[CH:35]=[CH:34][C:9]([C:10]([N:12]([CH2:16][C:17]3[CH:33]=[CH:32][CH:31]=[CH:30][C:18]=3[O:19][CH2:20][CH2:21][CH2:22][CH2:23][CH2:24][C:25]([OH:27])=[O:26])[CH:13]([CH3:14])[CH3:15])=[O:11])=[CH:8][CH:7]=2)[CH2:3][CH2:2]1, predict the reactants needed to synthesize it. The reactants are: [CH:1]1([C:4]#[C:5][C:6]2[CH:35]=[CH:34][C:9]([C:10]([N:12]([CH2:16][C:17]3[CH:33]=[CH:32][CH:31]=[CH:30][C:18]=3[O:19][CH2:20][CH2:21][CH2:22][CH2:23][CH2:24][C:25]([O:27]CC)=[O:26])[CH:13]([CH3:15])[CH3:14])=[O:11])=[CH:8][CH:7]=2)[CH2:3][CH2:2]1.C(O)C.O.[OH-].[Li+].Cl. (2) Given the product [CH2:34]([N:30]1[C@H:31]([CH3:33])[CH2:32][N:27]([C@@H:19]([C:20]2[CH:25]=[CH:24][CH:23]=[C:22]([OH:26])[CH:21]=2)[C:15]2[CH:14]=[C:13]([CH:18]=[CH:17][CH:16]=2)[C:12]([N:9]2[CH2:8][CH2:7][C:6](=[CH:5][C:4]([OH:39])=[O:3])[CH2:11][CH2:10]2)=[O:38])[C@@H:28]([CH3:37])[CH2:29]1)[CH:35]=[CH2:36], predict the reactants needed to synthesize it. The reactants are: C([O:3][C:4](=[O:39])[CH:5]=[C:6]1[CH2:11][CH2:10][N:9]([C:12](=[O:38])[C:13]2[CH:18]=[CH:17][CH:16]=[C:15]([C@@H:19]([N:27]3[CH2:32][C@@H:31]([CH3:33])[N:30]([CH2:34][CH:35]=[CH2:36])[CH2:29][C@@H:28]3[CH3:37])[C:20]3[CH:25]=[CH:24][CH:23]=[C:22]([OH:26])[CH:21]=3)[CH:14]=2)[CH2:8][CH2:7]1)C.C(O)C.[OH-].[Na+].S(=O)(=O)(O)O.